Dataset: Catalyst prediction with 721,799 reactions and 888 catalyst types from USPTO. Task: Predict which catalyst facilitates the given reaction. (1) Reactant: [Br:1][C:2]1[CH:3]=[C:4]([C:11]([C:14]2[CH:15]=[C:16]([OH:20])[CH:17]=[CH:18][CH:19]=2)([CH3:13])[CH3:12])[CH:5]=[C:6]([N+:8]([O-:10])=[O:9])[CH:7]=1.C([O-])([O-])=O.[K+].[K+].I[CH2:28][C:29]([NH2:31])=[O:30].O. Product: [Br:1][C:2]1[CH:3]=[C:4]([C:11]([C:14]2[CH:15]=[C:16]([CH:17]=[CH:18][CH:19]=2)[O:20][CH2:28][C:29]([NH2:31])=[O:30])([CH3:13])[CH3:12])[CH:5]=[C:6]([N+:8]([O-:10])=[O:9])[CH:7]=1. The catalyst class is: 3. (2) Reactant: [CH3:1][O:2][C:3]1[CH:11]=[CH:10][CH:9]=[C:8]2[C:4]=1[CH2:5][NH:6][CH2:7]2.Cl[C:13]1[N:18]=[C:17]([NH:19][C:20]2[CH:21]=[C:22]3[C:26](=[CH:27][CH:28]=2)[NH:25][N:24]=[CH:23]3)[CH:16]=[CH:15][N:14]=1.CCN(C(C)C)C(C)C. Product: [CH3:1][O:2][C:3]1[CH:11]=[CH:10][CH:9]=[C:8]2[C:4]=1[CH2:5][N:6]([C:13]1[N:18]=[C:17]([NH:19][C:20]3[CH:21]=[C:22]4[C:26](=[CH:27][CH:28]=3)[NH:25][N:24]=[CH:23]4)[CH:16]=[CH:15][N:14]=1)[CH2:7]2. The catalyst class is: 114. (3) Reactant: [CH3:1][C:2]1([CH3:38])[CH2:13][C:12]2[S:11][C:10]3[C:9](=[O:14])[N:8]([C:15]4[C:20]([CH:21]=[O:22])=[C:19]([C:23]5[CH:28]=[C:27]([NH:29][C:30]6[CH:35]=[N:34][CH:33]=[CH:32][N:31]=6)[C:26](=[O:36])[N:25]([CH3:37])[CH:24]=5)[CH:18]=[CH:17][N:16]=4)[CH2:7][CH2:6][C:5]=3[C:4]=2[CH2:3]1.[BH4-].[Na+]. Product: [OH:22][CH2:21][C:20]1[C:15]([N:8]2[CH2:7][CH2:6][C:5]3[C:4]4[CH2:3][C:2]([CH3:1])([CH3:38])[CH2:13][C:12]=4[S:11][C:10]=3[C:9]2=[O:14])=[N:16][CH:17]=[CH:18][C:19]=1[C:23]1[CH:28]=[C:27]([NH:29][C:30]2[CH:35]=[N:34][CH:33]=[CH:32][N:31]=2)[C:26](=[O:36])[N:25]([CH3:37])[CH:24]=1. The catalyst class is: 5. (4) Reactant: [CH3:1][O:2][C:3]([C:5]1([C:12]#[N:13])[C:7]2([CH2:11][CH2:10][CH2:9][CH2:8]2)[CH2:6]1)=[O:4].[BH4-].[Na+].[H][H].[C:18](O[C:18]([O:20][C:21]([CH3:24])([CH3:23])[CH3:22])=[O:19])([O:20][C:21]([CH3:24])([CH3:23])[CH3:22])=[O:19]. Product: [CH3:1][O:2][C:3]([C:5]1([CH2:12][NH:13][C:18]([O:20][C:21]([CH3:24])([CH3:23])[CH3:22])=[O:19])[C:7]2([CH2:8][CH2:9][CH2:10][CH2:11]2)[CH2:6]1)=[O:4]. The catalyst class is: 100. (5) Reactant: C1C(=O)N([Br:8])C(=O)C1.[Cl:9][C:10]1[CH:15]=[CH:14][C:13]([NH2:16])=[CH:12][C:11]=1[O:17][CH3:18]. Product: [Br:8][C:15]1[CH:14]=[C:13]([NH2:16])[CH:12]=[C:11]([O:17][CH3:18])[C:10]=1[Cl:9]. The catalyst class is: 1.